Dataset: Reaction yield outcomes from USPTO patents with 853,638 reactions. Task: Predict the reaction yield, written as a fraction of the theoretical maximum amount of product (1.0 means a 100% yield; for example, 0.34 means a 34% yield). (1) The reactants are C(OC(=O)[NH:7][CH:8]1[CH2:13][CH2:12][N:11]([CH2:14][C:15]2[CH:19]=[CH:18][N:17]([C:20]3[CH:25]=[CH:24][C:23]([C:26]([F:29])([F:28])[F:27])=[CH:22][CH:21]=3)[CH:16]=2)[CH2:10][CH2:9]1)(C)(C)C.CCOCC.[ClH:36]. The catalyst is O1CCOCC1. The product is [ClH:36].[ClH:36].[F:29][C:26]([F:27])([F:28])[C:23]1[CH:24]=[CH:25][C:20]([N:17]2[CH:18]=[CH:19][C:15]([CH2:14][N:11]3[CH2:12][CH2:13][CH:8]([NH2:7])[CH2:9][CH2:10]3)=[CH:16]2)=[CH:21][CH:22]=1. The yield is 0.870. (2) The reactants are [NH:1]1[CH2:6][CH2:5][O:4][CH2:3][CH2:2]1.Br[CH:8]([CH:23]([O:25][CH3:26])[CH3:24])[C:9]([O:11][C:12]1[C:17]([O:18][CH3:19])=[CH:16][C:15]([CH3:20])=[CH:14][C:13]=1[O:21][CH3:22])=[O:10]. The catalyst is C(OCC)C. The product is [CH3:26][O:25][CH:23]([CH3:24])[CH:8]([N:1]1[CH2:6][CH2:5][O:4][CH2:3][CH2:2]1)[C:9]([O:11][C:12]1[C:17]([O:18][CH3:19])=[CH:16][C:15]([CH3:20])=[CH:14][C:13]=1[O:21][CH3:22])=[O:10]. The yield is 0.200. (3) The reactants are [CH3:1][C:2]1[CH:3]=[C:4]([C:13]([O:15]C)=O)[C:5](=[CH:10][C:11]=1[F:12])[C:6]([O:8]C)=O.[H-].[Na+].[CH3:19]CCCCC.CCCCCC.C(OCC)(=O)C. The catalyst is C(OCC)(=O)C. The product is [CH3:1][C:2]1[CH:3]=[C:4]2[C:5](=[CH:10][C:11]=1[F:12])[C:6](=[O:8])[CH2:19][C:13]2=[O:15]. The yield is 0.620. (4) The reactants are [C:1]([CH:3]([CH:8]([CH3:18])[C:9]([C:11]1[CH:16]=[CH:15][CH:14]=[CH:13][C:12]=1[F:17])=O)[C:4]([O:6][CH3:7])=[O:5])#[N:2].C(OCC)(=O)C.[ClH:25].O. The catalyst is C(OCC)(=O)C. The product is [Cl:25][C:1]1[NH:2][C:9]([C:11]2[CH:16]=[CH:15][CH:14]=[CH:13][C:12]=2[F:17])=[C:8]([CH3:18])[C:3]=1[C:4]([O:6][CH3:7])=[O:5]. The yield is 0.580. (5) The reactants are [OH-].[Na+].[N+:3]([C:6]1[CH:17]=[CH:16][C:9]([CH2:10][C@@H:11]([C:13]([OH:15])=[O:14])[NH2:12])=[CH:8][CH:7]=1)([O-:5])=[O:4].C(=O)([O-])[O-].[Na+].[Na+].Cl[C:25]([O:27][CH2:28][C:29]1[CH:34]=[CH:33][CH:32]=[CH:31][CH:30]=1)=[O:26]. The catalyst is O. The product is [C:25]([NH:12][C@H:11]([C:13]([OH:15])=[O:14])[CH2:10][C:9]1[CH:8]=[CH:7][C:6]([N+:3]([O-:5])=[O:4])=[CH:17][CH:16]=1)([O:27][CH2:28][C:29]1[CH:34]=[CH:33][CH:32]=[CH:31][CH:30]=1)=[O:26]. The yield is 0.995.